Dataset: Full USPTO retrosynthesis dataset with 1.9M reactions from patents (1976-2016). Task: Predict the reactants needed to synthesize the given product. Given the product [Cl:1][C:2]1[N:7]=[C:6]([NH:8][NH:9][C:10](=[O:29])[C@H:11]([CH2:23][CH:24]2[CH2:25][CH2:26][CH2:27][CH2:28]2)[CH2:12][N:13]([OH:16])[CH:14]=[O:15])[C:5]([F:30])=[C:4]([N:31]2[CH2:35][C@@H:34]([OH:36])[C:33]([CH3:38])([CH3:37])[CH2:32]2)[N:3]=1, predict the reactants needed to synthesize it. The reactants are: [Cl:1][C:2]1[N:7]=[C:6]([NH:8][NH:9][C:10](=[O:29])[C@H:11]([CH2:23][CH:24]2[CH2:28][CH2:27][CH2:26][CH2:25]2)[CH2:12][N:13]([O:16]C2CCCCO2)[CH:14]=[O:15])[C:5]([F:30])=[C:4]([N:31]2[CH2:35][C@@H:34]([OH:36])[C:33]([CH3:38])([CH3:37])[CH2:32]2)[N:3]=1.